Dataset: Reaction yield outcomes from USPTO patents with 853,638 reactions. Task: Predict the reaction yield, written as a fraction of the theoretical maximum amount of product (1.0 means a 100% yield; for example, 0.34 means a 34% yield). The reactants are [C:1]([C:4]1[CH:8]=[CH:7][S:6]C=1)(=O)[CH3:2].[S:9]1[CH:13]=[CH:12][C:11]([C:14]([CH2:16][C:17]#[N:18])=[O:15])=[CH:10]1.[C:19]1(=O)CCCCC1.N1CCOCC1.[S]. No catalyst specified. The product is [NH2:18][C:17]1[S:6][C:7]2[CH2:8][CH2:4][CH2:1][CH2:2][C:19]=2[C:16]=1[C:14]([C:11]1[CH:12]=[CH:13][S:9][CH:10]=1)=[O:15]. The yield is 0.670.